Dataset: Full USPTO retrosynthesis dataset with 1.9M reactions from patents (1976-2016). Task: Predict the reactants needed to synthesize the given product. (1) Given the product [C@@:30]12([OH:2])[N:29]([CH3:24])[C@@H:28]([CH2:27][CH2:26]1)[CH2:22][CH2:21][CH2:31]2, predict the reactants needed to synthesize it. The reactants are: C(N1C=CN=C1)(N1C=CN=C1)=[O:2].C(S(N)(=O)=O)(CC)C.[CH2:21]1[CH2:31][CH2:30][N:29]2[C:24](=N[CH2:26][CH2:27][CH2:28]2)C[CH2:22]1. (2) Given the product [CH3:1][O:2][C:3]([C:5]1[CH:16]=[C:15]([CH3:17])[C:8]2[N:9]=[C:10]([CH2:12][CH2:13][CH3:14])[N:11]([CH2:39][C:36]3[CH:37]=[CH:38][C:33]([C:28]4[CH:29]=[CH:30][CH:31]=[CH:32][C:27]=4[C:25]([O:24][C:20]([CH3:23])([CH3:22])[CH3:21])=[O:26])=[CH:34][CH:35]=3)[C:7]=2[CH:6]=1)=[O:4], predict the reactants needed to synthesize it. The reactants are: [CH3:1][O:2][C:3]([C:5]1[CH:16]=[C:15]([CH3:17])[C:8]2[N:9]=[C:10]([CH2:12][CH2:13][CH3:14])[NH:11][C:7]=2[CH:6]=1)=[O:4].[H-].[Na+].[C:20]([O:24][C:25]([C:27]1[C:28]([C:33]2[CH:38]=[CH:37][C:36]([CH2:39]Br)=[CH:35][CH:34]=2)=[CH:29][CH:30]=[CH:31][CH:32]=1)=[O:26])([CH3:23])([CH3:22])[CH3:21]. (3) Given the product [CH:6]([C:5]1[C:4]([CH3:11])=[CH:3][C:2]([O:1][CH2:13][C:14]#[N:15])=[CH:9][C:8]=1[CH3:10])=[O:7], predict the reactants needed to synthesize it. The reactants are: [OH:1][C:2]1[CH:9]=[C:8]([CH3:10])[C:5]([CH:6]=[O:7])=[C:4]([CH3:11])[CH:3]=1.Cl[CH2:13][C:14]#[N:15].C([O-])([O-])=O.[Cs+].[Cs+]. (4) Given the product [F:16][C:2]([F:1])([F:17])[C:3]1[CH:11]=[C:10]([C:12]([F:15])([F:14])[F:13])[CH:9]=[CH:8][C:4]=1[C:5]([NH:40][CH:38]([C:33]1[CH:32]=[C:31]([CH:36]=[C:35]([F:37])[CH:34]=1)[O:30][C:27]1[CH:28]=[CH:29][C:24]([CH2:23][CH2:22][C:21]([OH:43])=[O:20])=[C:25]([CH2:41][CH3:42])[CH:26]=1)[CH3:39])=[O:7], predict the reactants needed to synthesize it. The reactants are: [F:1][C:2]([F:17])([F:16])[C:3]1[CH:11]=[C:10]([C:12]([F:15])([F:14])[F:13])[CH:9]=[CH:8][C:4]=1[C:5]([OH:7])=O.C([O:20][C:21](=[O:43])[CH2:22][CH2:23][C:24]1[CH:29]=[CH:28][C:27]([O:30][C:31]2[CH:36]=[C:35]([F:37])[CH:34]=[C:33]([CH:38]([NH2:40])[CH3:39])[CH:32]=2)=[CH:26][C:25]=1[CH2:41][CH3:42])C. (5) Given the product [C:1]([C:3]1[CH:8]=[CH:7][C:6]([C:9]2[N:10]=[C:11]([C@H:14]([CH3:31])[C@:15]([C:23]3[CH:28]=[CH:27][C:26]([F:29])=[CH:25][C:24]=3[F:30])([O:22][C:35]([O:37][CH2:38][Cl:39])=[O:36])[CH2:16][N:17]3[CH:21]=[N:20][CH:19]=[N:18]3)[S:12][CH:13]=2)=[CH:5][CH:4]=1)#[N:2], predict the reactants needed to synthesize it. The reactants are: [C:1]([C:3]1[CH:8]=[CH:7][C:6]([C:9]2[N:10]=[C:11]([C@H:14]([CH3:31])[C@:15]([C:23]3[CH:28]=[CH:27][C:26]([F:29])=[CH:25][C:24]=3[F:30])([OH:22])[CH2:16][N:17]3[CH:21]=[N:20][CH:19]=[N:18]3)[S:12][CH:13]=2)=[CH:5][CH:4]=1)#[N:2].[H-].[K+].Cl[C:35]([O:37][CH2:38][Cl:39])=[O:36]. (6) Given the product [Cl:30][C:10]1[C:9]2[C:14](=[C:15]([CH3:16])[C:6]([O:5][CH2:4][CH:3]([O:26][CH3:27])[O:2][CH3:1])=[CH:7][CH:8]=2)[N:13]=[C:12]([C:17]2[S:18][CH:19]=[C:20]([CH:22]([CH3:24])[CH3:23])[N:21]=2)[CH:11]=1, predict the reactants needed to synthesize it. The reactants are: [CH3:1][O:2][CH:3]([O:26][CH3:27])[CH2:4][O:5][C:6]1[C:15]([CH3:16])=[C:14]2[C:9]([C:10](O)=[CH:11][C:12]([C:17]3[S:18][CH:19]=[C:20]([CH:22]([CH3:24])[CH3:23])[N:21]=3)=[N:13]2)=[CH:8][CH:7]=1.O=P(Cl)(Cl)[Cl:30].CO.C(=O)(O)[O-].[Na+]. (7) Given the product [C:23]([O:26][CH2:27][C:28]1[CH:45]=[CH:44][C:43]([CH2:46][OH:47])=[CH:42][C:29]=1[C:30]([O:32][CH2:33][C:34]1[CH:39]=[CH:38][C:37]([O:40][CH3:41])=[CH:36][CH:35]=1)=[O:31])(=[O:25])[CH3:24], predict the reactants needed to synthesize it. The reactants are: [F-].C([N+](CCCC)(CCCC)CCCC)CCC.C(O)(=O)C.[C:23]([O:26][CH2:27][C:28]1[CH:45]=[CH:44][C:43]([CH2:46][O:47][Si](C(C)(C)C)(C)C)=[CH:42][C:29]=1[C:30]([O:32][CH2:33][C:34]1[CH:39]=[CH:38][C:37]([O:40][CH3:41])=[CH:36][CH:35]=1)=[O:31])(=[O:25])[CH3:24].